Dataset: Catalyst prediction with 721,799 reactions and 888 catalyst types from USPTO. Task: Predict which catalyst facilitates the given reaction. (1) Reactant: N[C:2](N)=[S:3].[F:5][C:6]1[CH:7]=[C:8]([CH:11]=[CH:12][C:13]=1[F:14])CBr.Cl. Product: [F:5][C:6]1[CH:7]=[C:8]([CH2:2][SH:3])[CH:11]=[CH:12][C:13]=1[F:14]. The catalyst class is: 494. (2) Reactant: Br[C:2]1[CH:3]=[C:4]([C:9]([OH:11])=O)[CH:5]=[N:6][C:7]=1Cl.[Cl:12][C:13]1[CH:18]=[CH:17][C:16](B(O)O)=[CH:15][CH:14]=1.[NH2:22][C@@H:23]1[CH2:28][CH2:27][CH2:26][CH2:25][C@H:24]1[OH:29]. Product: [CH:24]([O:29][C:7]1[C:2]([C:16]2[CH:17]=[CH:18][C:13]([Cl:12])=[CH:14][CH:15]=2)=[CH:3][C:4]([C:9]([NH:22][C@@H:23]2[CH2:28][CH2:27][CH2:26][CH2:25][C@H:24]2[OH:29])=[O:11])=[CH:5][N:6]=1)([CH2:23][CH3:28])[CH3:25]. The catalyst class is: 868. (3) Reactant: [F:1][C:2]1[C:3]([CH2:14][N:15]([CH3:23])[C:16](=[O:22])[O:17][C:18]([CH3:21])([CH3:20])[CH3:19])=[CH:4][NH:5][C:6]=1[C:7]1[C:8]([F:13])=[N:9][CH:10]=[CH:11][CH:12]=1.[H-].[Na+].C1OCCOCCOCCOCCOC1.[N:41]1([S:47](Cl)(=[O:49])=[O:48])[CH2:46][CH2:45][O:44][CH2:43][CH2:42]1. Product: [F:1][C:2]1[C:3]([CH2:14][N:15]([CH3:23])[C:16](=[O:22])[O:17][C:18]([CH3:19])([CH3:20])[CH3:21])=[CH:4][N:5]([S:47]([N:41]2[CH2:46][CH2:45][O:44][CH2:43][CH2:42]2)(=[O:49])=[O:48])[C:6]=1[C:7]1[C:8]([F:13])=[N:9][CH:10]=[CH:11][CH:12]=1. The catalyst class is: 30. (4) Reactant: N1C=CN=C1.[CH2:6]=[CH:7][CH2:8][CH:9]([OH:13])[CH2:10][CH:11]=[CH2:12].[Si:14](Cl)([C:17]([CH3:20])([CH3:19])[CH3:18])([CH3:16])[CH3:15]. Product: [O:13]([CH:9]([CH2:10][CH:11]=[CH2:12])[CH2:8][CH:7]=[CH2:6])[Si:14]([C:17]([CH3:20])([CH3:19])[CH3:18])([CH3:16])[CH3:15]. The catalyst class is: 6. (5) Reactant: [OH-].[K+].[CH2:3]([O:5][C:6](=[CH:12][C:13]1[CH:18]=[CH:17][CH:16]=[C:15]([N+:19]([O-:21])=[O:20])[CH:14]=1)[C:7]([O:9]CC)=[O:8])[CH3:4]. Product: [CH2:3]([O:5][C:6](=[CH:12][C:13]1[CH:18]=[CH:17][CH:16]=[C:15]([N+:19]([O-:21])=[O:20])[CH:14]=1)[C:7]([OH:9])=[O:8])[CH3:4]. The catalyst class is: 72. (6) Reactant: [C:1]([C:3]1[C:4]2[N:41](COCC[Si](C)(C)C)[CH:40]=[N:39][C:5]=2[C:6]([CH2:30][C:31]2[C:36]([Cl:37])=[CH:35][CH:34]=[CH:33][C:32]=2[Cl:38])=[N:7][C:8]=1[NH:9][C:10]1[CH:15]=[CH:14][C:13]([N:16]2[CH2:21][CH2:20][N:19](C(OC(C)(C)C)=O)[CH2:18][CH2:17]2)=[C:12]([CH3:29])[CH:11]=1)#[N:2].C(=O)(O)[O-:51].[Na+]. Product: [Cl:37][C:36]1[CH:35]=[CH:34][CH:33]=[C:32]([Cl:38])[C:31]=1[CH2:30][C:6]1[C:5]2[N:39]=[CH:40][NH:41][C:4]=2[C:3]([C:1]([NH2:2])=[O:51])=[C:8]([NH:9][C:10]2[CH:15]=[CH:14][C:13]([N:16]3[CH2:17][CH2:18][NH:19][CH2:20][CH2:21]3)=[C:12]([CH3:29])[CH:11]=2)[N:7]=1. The catalyst class is: 445. (7) Reactant: [C:1]([C:5]1[CH:10]=[CH:9][C:8]([C:11]2[N:16]=[C:15]([CH3:17])[C:14]([CH2:18]O)=[CH:13][CH:12]=2)=[CH:7][CH:6]=1)([CH3:4])([CH3:3])[CH3:2].P(Br)(Br)[Br:21].C(=O)([O-])O.[Na+]. Product: [Br:21][CH2:18][C:14]1[C:15]([CH3:17])=[N:16][C:11]([C:8]2[CH:9]=[CH:10][C:5]([C:1]([CH3:4])([CH3:3])[CH3:2])=[CH:6][CH:7]=2)=[CH:12][CH:13]=1. The catalyst class is: 308. (8) Reactant: [C:1](=[O:4])([O-])[O-:2].[K+].[K+].[Cl:7][C:8]1[CH:9]=[CH:10][C:11]2[O:16][CH2:15][C:14](=O)[NH:13][C:12]=2[CH:18]=1.[CH3:19][S:20]([C:23]1[CH:28]=[CH:27]C(F)=[CH:25][CH:24]=1)(=[O:22])=[O:21]. Product: [Cl:7][C:8]1[CH:9]=[CH:10][C:11]([O:16][CH2:15][C:1]([OH:2])=[O:4])=[C:12]([NH:13][C:14]2[CH:27]=[CH:28][C:23]([S:20]([CH3:19])(=[O:22])=[O:21])=[CH:24][CH:25]=2)[CH:18]=1. The catalyst class is: 179.